This data is from Reaction yield outcomes from USPTO patents with 853,638 reactions. The task is: Predict the reaction yield, written as a fraction of the theoretical maximum amount of product (1.0 means a 100% yield; for example, 0.34 means a 34% yield). (1) The reactants are [N+:1]([C:4]1[S:8][C:7]([C:9]2[O:10][C:11]3[CH:12]=[N:13][CH:14]=[CH:15][C:16]=3[N:17]=2)=[CH:6][CH:5]=1)([O-])=O.[NH4+].[Cl-].O. The catalyst is [Fe].CO. The product is [N:17]1[C:16]2[CH:15]=[CH:14][N:13]=[CH:12][C:11]=2[O:10][C:9]=1[C:7]1[S:8][C:4]([NH2:1])=[CH:5][CH:6]=1. The yield is 0.350. (2) The reactants are [Cl:1][C:2]1[CH:3]=[C:4]([CH:8]=[CH:9][CH:10]=1)[C:5](Cl)=[O:6].[S-:11][C:12]#[N:13].[K+].[Cl:15][C:16]1[CH:17]=[C:18]([CH:20]=[C:21]([F:23])[CH:22]=1)[NH2:19]. The catalyst is C(#N)C. The product is [Cl:1][C:2]1[CH:3]=[C:4]([CH:8]=[CH:9][CH:10]=1)[C:5]([NH:13][C:12](=[S:11])[NH:19][C:18]1[CH:20]=[C:21]([F:23])[CH:22]=[C:16]([Cl:15])[CH:17]=1)=[O:6]. The yield is 0.990.